Dataset: Forward reaction prediction with 1.9M reactions from USPTO patents (1976-2016). Task: Predict the product of the given reaction. (1) The product is: [CH3:47][S:48][C:49]1[C:57]2[C:52](=[CH:53][C:54]([NH:58][C:15](=[O:17])[CH2:14][CH:9]3[CH2:10][CH2:11][CH2:12][CH2:13][N:8]3[C:6]([O:5][C:1]([CH3:2])([CH3:3])[CH3:4])=[O:7])=[CH:55][CH:56]=2)[N:51]([C:59]2[CH:60]=[CH:61][CH:62]=[CH:63][CH:64]=2)[N:50]=1. Given the reactants [C:1]([O:5][C:6]([N:8]1[CH2:13][CH2:12][CH2:11][CH2:10][CH:9]1[CH2:14][C:15]([OH:17])=O)=[O:7])([CH3:4])([CH3:3])[CH3:2].N1(O)C2C=CC=CC=2N=N1.CCN=C=NCCCN(C)C.Cl.CN1CCOCC1.[CH3:47][S:48][C:49]1[C:57]2[C:52](=[CH:53][C:54]([NH2:58])=[CH:55][CH:56]=2)[N:51]([C:59]2[CH:64]=[CH:63][CH:62]=[CH:61][CH:60]=2)[N:50]=1, predict the reaction product. (2) The product is: [CH:2]([C:3]1[NH:11][N:10]=[C:5]([NH2:6])[CH:4]=1)([CH3:8])[CH3:1]. Given the reactants [CH3:1][CH:2]([CH3:8])[C:3](=O)[CH2:4][C:5]#[N:6].O.[NH2:10][NH2:11], predict the reaction product. (3) Given the reactants [Cl:1][C:2]1[CH:7]=[CH:6][C:5]([NH:8][CH2:9][CH2:10][CH2:11][NH2:12])=[CH:4][CH:3]=1.[F:13][C:14]([F:29])([F:28])[C:15]1[CH:16]=[C:17]([CH:21]=[C:22]([C:24]([F:27])([F:26])[F:25])[CH:23]=1)[C:18](O)=[O:19].O.ON1C2C=CC=CC=2N=N1.Cl.CN(C)CCCN=C=NCC.C(N(CC)C(C)C)(C)C, predict the reaction product. The product is: [Cl:1][C:2]1[CH:3]=[CH:4][C:5]([NH:8][CH2:9][CH2:10][CH2:11][NH:12][C:18](=[O:19])[C:17]2[CH:21]=[C:22]([C:24]([F:25])([F:26])[F:27])[CH:23]=[C:15]([C:14]([F:13])([F:28])[F:29])[CH:16]=2)=[CH:6][CH:7]=1.